This data is from Reaction yield outcomes from USPTO patents with 853,638 reactions. The task is: Predict the reaction yield, written as a fraction of the theoretical maximum amount of product (1.0 means a 100% yield; for example, 0.34 means a 34% yield). (1) The reactants are Cl.[NH2:2][C:3]1[C:4]([C:28]([NH2:30])=[O:29])=[CH:5][C:6]2[C:14]3[C:9](=[CH:10][CH:11]=[CH:12][CH:13]=3)[N:8]([CH2:15][C@@H:16]([NH2:26])[CH2:17][O:18]CC3C=CC=CC=3)[C:7]=2[N:27]=1.I[Si](C)(C)C.Cl. The catalyst is C(Cl)(Cl)Cl.CO. The product is [NH2:2][C:3]1[C:4]([C:28]([NH2:30])=[O:29])=[CH:5][C:6]2[C:14]3[C:9](=[CH:10][CH:11]=[CH:12][CH:13]=3)[N:8]([CH2:15][C@@H:16]([NH2:26])[CH2:17][OH:18])[C:7]=2[N:27]=1. The yield is 0.450. (2) The reactants are Br[C:2]1[C:3]([F:19])=[CH:4][C:5]2[O:11][CH2:10][CH2:9][N:8]3[CH:12]=[C:13]([C:15]([NH2:17])=[O:16])[N:14]=[C:7]3[C:6]=2[CH:18]=1.[CH3:20][C:21]([OH:25])([C:23]#[CH:24])[CH3:22]. No catalyst specified. The product is [F:19][C:3]1[C:2]([C:24]#[C:23][C:21]([OH:25])([CH3:22])[CH3:20])=[CH:18][C:6]2[C:7]3[N:8]([CH:12]=[C:13]([C:15]([NH2:17])=[O:16])[N:14]=3)[CH2:9][CH2:10][O:11][C:5]=2[CH:4]=1. The yield is 0.830. (3) The reactants are C(OC([N:8]1[CH2:13][CH2:12][CH:11]([N:14]2[CH:22]=[C:21]3[C:16]([N:17]=[C:18]([C:36]4[CH:41]=[CH:40][C:39]([F:42])=[CH:38][CH:37]=4)[C:19]([C:30]4[CH:35]=[CH:34][N:33]=[CH:32][CH:31]=4)=[C:20]3[C:23]3[CH:28]=[CH:27][C:26]([F:29])=[CH:25][CH:24]=3)=[N:15]2)[CH2:10][CH2:9]1)=O)(C)(C)C.FC(F)(F)C(O)=O. The catalyst is C(Cl)Cl. The product is [F:29][C:26]1[CH:27]=[CH:28][C:23]([C:20]2[C:21]3[C:16](=[N:15][N:14]([CH:11]4[CH2:12][CH2:13][NH:8][CH2:9][CH2:10]4)[CH:22]=3)[N:17]=[C:18]([C:36]3[CH:37]=[CH:38][C:39]([F:42])=[CH:40][CH:41]=3)[C:19]=2[C:30]2[CH:31]=[CH:32][N:33]=[CH:34][CH:35]=2)=[CH:24][CH:25]=1. The yield is 0.620. (4) The reactants are [F:1][C:2]1[CH:3]=[CH:4][C:5]([C:8]([OH:10])=O)=[N:6][CH:7]=1.O[N:12]1C(=O)CCC1=O.Cl.CN(C)CCCN=C=NCC.[Cl-].[NH4+]. The catalyst is C1COCC1.CN(C=O)C. The product is [F:1][C:2]1[CH:3]=[CH:4][C:5]([C:8]([NH2:12])=[O:10])=[N:6][CH:7]=1. The yield is 0.807. (5) The reactants are [CH:1]([N:4]1[C:9]([CH3:10])=[CH:8][CH:7]=[C:6]([C:11]([O:13][CH2:14][CH3:15])=[O:12])[C:5]1=[O:16])([CH3:3])[CH3:2].[F:17][B-](F)(F)F.F[B-](F)(F)F.ClC[N+]12CC[N+](F)(CC1)CC2. The catalyst is C(#N)C. The product is [F:17][C:8]1[CH:7]=[C:6]([C:11]([O:13][CH2:14][CH3:15])=[O:12])[C:5](=[O:16])[N:4]([CH:1]([CH3:2])[CH3:3])[C:9]=1[CH3:10]. The yield is 0.240. (6) The reactants are [CH3:1][O:2][C@H:3]([C@@H:6]([C@H:9]([C@H:12]([CH3:14])[OH:13])[O:10][CH3:11])[O:7][CH3:8])[CH:4]=[O:5].O[N:16]1[C:20](=[O:21])[CH2:19][CH2:18][C:17]1=[O:22]. The catalyst is C1C=CC=CC=1.C1(C)C=CC(S(O)(=O)=O)=CC=1. The product is [CH3:1][O:2][C@@H:3]1[C@H:6]([O:7][CH3:8])[C@@H:9]([O:10][CH3:11])[C@H:12]([CH3:14])[O:13][C@H:4]1[O:5][N:16]1[C:20](=[O:21])[CH2:19][CH2:18][C:17]1=[O:22]. The yield is 0.520. (7) The reactants are Cl.[NH2:2][OH:3].[CH2:4]1[CH2:14][C:12](=O)[C:11]2[C:6](=[CH:7][CH:8]=[CH:9][CH:10]=2)[CH2:5]1. The catalyst is CO. The product is [C:12]1(=[N:2][OH:3])[C:11]2[C:6](=[CH:7][CH:8]=[CH:9][CH:10]=2)[CH2:5][CH2:4][CH2:14]1. The yield is 0.630.